Dataset: Forward reaction prediction with 1.9M reactions from USPTO patents (1976-2016). Task: Predict the product of the given reaction. (1) Given the reactants [CH3:1][C:2]1([CH3:16])[C:6]([CH3:7])=[CH:5][CH2:4][CH:3]1[CH2:8][CH:9]=[CH:10][C:11]([O:13]CC)=[O:12].C1COCC1, predict the reaction product. The product is: [CH3:1][C:2]1([CH3:16])[C:6]([CH3:7])=[CH:5][CH2:4][CH:3]1[CH2:8][CH:9]=[CH:10][C:11]([OH:13])=[O:12]. (2) Given the reactants [CH3:1][O:2][C:3]1[CH:4]=[C:5]([CH:10]=[C:11]([CH3:13])[CH:12]=1)[C:6]([O:8]C)=O.[Cl:14][C:15]1[CH:20]=[CH:19][C:18]([CH3:21])=[CH:17][N:16]=1.C[Si](C)(C)[N-][Si](C)(C)C.[Li+].[Cl-].[NH4+], predict the reaction product. The product is: [Cl:14][C:15]1[CH:20]=[CH:19][C:18]([CH2:21][C:6]([C:5]2[CH:10]=[C:11]([CH3:13])[CH:12]=[C:3]([O:2][CH3:1])[CH:4]=2)=[O:8])=[CH:17][N:16]=1. (3) Given the reactants [NH2:1][CH:2]([CH2:24][C:25]1[CH:30]=[CH:29][C:28]([O:31][C:32]([CH3:35])([CH3:34])[CH3:33])=[CH:27][CH:26]=1)[C:3]([N:5]([CH2:16][CH:17]([O:21][CH2:22][CH3:23])[O:18][CH2:19][CH3:20])[CH2:6][C:7]1[CH:8]=[CH:9][CH:10]=[C:11]2[C:15]=1[NH:14][N:13]=[CH:12]2)=[O:4].[CH2:36]([NH:43][C:44](=[O:52])[NH:45][C@H:46]([CH3:51])[CH2:47][C:48](O)=[O:49])[C:37]1[CH:42]=[CH:41][CH:40]=[CH:39][CH:38]=1.CCN=C=NCCCN(C)C.Cl.C1C=CC2N(O)N=NC=2C=1.CCN(C(C)C)C(C)C, predict the reaction product. The product is: [CH2:36]([NH:43][C:44](=[O:52])[NH:45][CH:46]([CH3:51])[CH2:47][C:48]([NH:1][CH:2]([C:3](=[O:4])[N:5]([CH2:16][CH:17]([O:21][CH2:22][CH3:23])[O:18][CH2:19][CH3:20])[CH2:6][C:7]1[CH:8]=[CH:9][CH:10]=[C:11]2[C:15]=1[NH:14][N:13]=[CH:12]2)[CH2:24][C:25]1[CH:30]=[CH:29][C:28]([O:31][C:32]([CH3:33])([CH3:35])[CH3:34])=[CH:27][CH:26]=1)=[O:49])[C:37]1[CH:42]=[CH:41][CH:40]=[CH:39][CH:38]=1. (4) Given the reactants [NH2:1][C:2]1[C:11]([C:12]2[CH:17]=[CH:16][C:15]([O:18][CH3:19])=[C:14]([Cl:20])[CH:13]=2)=[N:10][C:9]([Br:21])=[CH:8][C:3]=1[C:4]([O:6][CH3:7])=[O:5].N([O-])=O.[Na+].[N-:26]=[N+:27]=[N-].[Na+].C(OCC)C, predict the reaction product. The product is: [N:1]([C:2]1[C:11]([C:12]2[CH:17]=[CH:16][C:15]([O:18][CH3:19])=[C:14]([Cl:20])[CH:13]=2)=[N:10][C:9]([Br:21])=[CH:8][C:3]=1[C:4]([O:6][CH3:7])=[O:5])=[N+:26]=[N-:27]. (5) Given the reactants Cl[CH:2]([CH2:5][C:6]1[CH:11]=[CH:10][CH:9]=[CH:8][CH:7]=1)[CH:3]=[O:4].[CH3:12][O:13][C:14]1[CH:19]=[CH:18][C:17]([S:20]([N:23]=[CH:24]/[CH:25]=[CH:26]/[C:27]2[CH:32]=[CH:31][CH:30]=[CH:29][CH:28]=2)(=[O:22])=[O:21])=[CH:16][CH:15]=1.CCN(C(C)C)C(C)C, predict the reaction product. The product is: [CH2:5]([C@H:2]1[C@@H:26]([C:27]2[CH:28]=[CH:29][CH:30]=[CH:31][CH:32]=2)[CH:25]=[CH:24][N:23]([S:20]([C:17]2[CH:16]=[CH:15][C:14]([O:13][CH3:12])=[CH:19][CH:18]=2)(=[O:22])=[O:21])[C:3]1=[O:4])[C:6]1[CH:11]=[CH:10][CH:9]=[CH:8][CH:7]=1.